Dataset: Drug-target binding data from BindingDB patent sources. Task: Regression. Given a target protein amino acid sequence and a drug SMILES string, predict the binding affinity score between them. We predict pAffinity (pAffinity = -log10(affinity in M)). Dataset: bindingdb_patent. (1) The compound is COc1cc(OC)c(F)c(N2Cc3cnc4[nH]c(CCN5CCN(C)CC5)cc4c3C(C)(C)C2=O)c1F. The target protein (P21802) has sequence MVSWGRFICLVVVTMATLSLARPSFSLVEDTTLEPEEPPTKYQISQPEVYVAAPGESLEVRCLLKDAAVISWTKDGVHLGPNNRTVLIGEYLQIKGATPRDSGLYACTASRTVDSETWYFMVNVTDAISSGDDEDDTDGAEDFVSENSNNKRAPYWTNTEKMEKRLHAVPAANTVKFRCPAGGNPMPTMRWLKNGKEFKQEHRIGGYKVRNQHWSLIMESVVPSDKGNYTCVVENEYGSINHTYHLDVVERSPHRPILQAGLPANASTVVGGDVEFVCKVYSDAQPHIQWIKHVEKNGSKYGPDGLPYLKVLKAAGVNTTDKEIEVLYIRNVTFEDAGEYTCLAGNSIGISFHSAWLTVLPAPGREKEITASPDYLEIAIYCIGVFLIACMVVTVILCRMKNTTKKPDFSSQPAVHKLTKRIPLRRQVTVSAESSSSMNSNTPLVRITTRLSSTADTPMLAGVSEYELPEDPKWEFPRDKLTLGKPLGEGCFGQVVMAEA.... The pAffinity is 7.0. (2) The drug is Fc1cc(ccc1C#N)C(=O)N[C@@H](c1ccc(Cl)c(Cl)c1)c1cnc(Cl)cn1. The target protein (Q99500) has sequence MATALPPRLQPVRGNETLREHYQYVGKLAGRLKEASEGSTLTTVLFLVICSFIVLENLMVLIAIWKNNKFHNRMYFFIGNLALCDLLAGIAYKVNILMSGKKTFSLSPTVWFLREGSMFVALGASTCSLLAIAIERHLTMIKMRPYDANKRHRVFLLIGMCWLIAFTLGALPILGWNCLHNLPDCSTILPLYSKKYIAFCISIFTAILVTIVILYARIYFLVKSSSRKVANHNNSERSMALLRTVVIVVSVFIACWSPLFILFLIDVACRVQACPILFKAQWFIVLAVLNSAMNPVIYTLASKEMRRAFFRLVCNCLVRGRGARASPIQPALDPSRSKSSSSNNSSHSPKVKEDLPHTAPSSCIMDKNAALQNGIFCN. The pAffinity is 7.4. (3) The small molecule is CCn1c(cs\c1=N\c1ccccc1)-c1ccc(OC)c(F)c1. The target protein (P00352) has sequence MSSSGTPDLPVLLTDLKIQYTKIFINNEWHDSVSGKKFPVFNPATEEELCQVEEGDKEDVDKAVKAARQAFQIGSPWRTMDASERGRLLYKLADLIERDRLLLATMESMNGGKLYSNAYLNDLAGCIKTLRYCAGWADKIQGRTIPIDGNFFTYTRHEPIGVCGQIIPWNFPLVMLIWKIGPALSCGNTVVVKPAEQTPLTALHVASLIKEAGFPPGVVNIVPGYGPTAGAAISSHMDIDKVAFTGSTEVGKLIKEAAGKSNLKRVTLELGGKSPCIVLADADLDNAVEFAHHGVFYHQGQCCIAASRIFVEESIYDEFVRRSVERAKKYILGNPLTPGVTQGPQIDKEQYDKILDLIESGKKEGAKLECGGGPWGNKGYFVQPTVFSNVTDEMRIAKEEIFGPVQQIMKFKSLDDVIKRANNTFYGLSAGVFTKDIDKAITISSALQAGTVWVNCYGVVSAQCPFGGFKMSGNGRELGEYGFHEYTEVKTVTVKISQKN.... The pAffinity is 5.2. (4) The drug is FC1(F)CCC(CNC(=O)c2cn(CC(=O)N3CCOCC3)c3cccc(Cl)c23)CC1. The target protein (P01584) has sequence MAEVPELASEMMAYYSGNEDDLFFEADGPKQMKCSFQDLDLCPLDGGIQLRISDHHYSKGFRQAASVVVAMDKLRKMLVPCPQTFQENDLSTFFPFIFEEEPIFFDTWDNEAYVHDAPVRSLNCTLRDSQQKSLVMSGPYELKALHLQGQDMEQQVVFSMSFVQGEESNDKIPVALGLKEKNLYLSCVLKDDKPTLQLESVDPKNYPKKKMEKRFVFNKIEINNKLEFESAQFPNWYISTSQAENMPVFLGGTKGGQDITDFTMQFVSS. The pAffinity is 6.5. (5) The compound is Cn1cnc2cccc(-n3nc(COC(C)(C)C(O)=O)cc3-c3cccc(OC4CC4)c3)c12. The target protein (O15427) has sequence MGGAVVDEGPTGVKAPDGGWGWAVLFGCFVITGFSYAFPKAVSVFFKELIQEFGIGYSDTAWISSILLAMLYGTGPLCSVCVNRFGCRPVMLVGGLFASLGMVAASFCRSIIQVYLTTGVITGLGLALNFQPSLIMLNRYFSKRRPMANGLAAAGSPVFLCALSPLGQLLQDRYGWRGGFLILGGLLLNCCVCAALMRPLVVTAQPGSGPPRPSRRLLDLSVFRDRGFVLYAVAASVMVLGLFVPPVFVVSYAKDLGVPDTKAAFLLTILGFIDIFARPAAGFVAGLGKVRPYSVYLFSFSMFFNGLADLAGSTAGDYGGLVVFCIFFGISYGMVGALQFEVLMAIVGTHKFSSAIGLVLLMEAVAVLVGPPSGGKLLDATHVYMYVFILAGAEVLTSSLILLLGNFFCIRKKPKEPQPEVAAAEEEKLHKPPADSGVDLREVEHFLKAEPEKNGEVVHTPETSV. The pAffinity is 5.5. (6) The small molecule is COc1ccc(CC2(N)CC2)cc1Nc1ncc(Cl)c(Nc2ccccc2S(=O)(=O)C(C)C)n1. The target protein (P06213) has sequence MATGGRRGAAAAPLLVAVAALLLGAAGHLYPGEVCPGMDIRNNLTRLHELENCSVIEGHLQILLMFKTRPEDFRDLSFPKLIMITDYLLLFRVYGLESLKDLFPNLTVIRGSRLFFNYALVIFEMVHLKELGLYNLMNITRGSVRIEKNNELCYLATIDWSRILDSVEDNYIVLNKDDNEECGDICPGTAKGKTNCPATVINGQFVERCWTHSHCQKVCPTICKSHGCTAEGLCCHSECLGNCSQPDDPTKCVACRNFYLDGRCVETCPPPYYHFQDWRCVNFSFCQDLHHKCKNSRRQGCHQYVIHNNKCIPECPSGYTMNSSNLLCTPCLGPCPKVCHLLEGEKTIDSVTSAQELRGCTVINGSLIINIRGGNNLAAELEANLGLIEEISGYLKIRRSYALVSLSFFRKLRLIRGETLEIGNYSFYALDNQNLRQLWDWSKHNLTITQGKLFFHYNPKLCLSEIHKMEEVSGTKGRQERNDIALKTNGDQASCENELL.... The pAffinity is 7.4.